Dataset: Peptide-MHC class II binding affinity with 134,281 pairs from IEDB. Task: Regression. Given a peptide amino acid sequence and an MHC pseudo amino acid sequence, predict their binding affinity value. This is MHC class II binding data. (1) The peptide sequence is TALKKAITAMSEAQK. The MHC is DRB5_0101 with pseudo-sequence DRB5_0101. The binding affinity (normalized) is 0.600. (2) The peptide sequence is KKITKVIMGAVLIWVGI. The MHC is DRB3_0101 with pseudo-sequence DRB3_0101. The binding affinity (normalized) is 0. (3) The peptide sequence is AGLIVGQMILLVNDR. The MHC is DRB1_0101 with pseudo-sequence DRB1_0101. The binding affinity (normalized) is 0.472. (4) The MHC is HLA-DPA10201-DPB11401 with pseudo-sequence HLA-DPA10201-DPB11401. The peptide sequence is AFKVFATAANAAPAN. The binding affinity (normalized) is 0.749. (5) The peptide sequence is LREHGSDEWVAMTKG. The MHC is DRB1_1101 with pseudo-sequence DRB1_1101. The binding affinity (normalized) is 0.572. (6) The peptide sequence is SPTEFTSISSNSGNL. The MHC is DRB5_0101 with pseudo-sequence DRB5_0101. The binding affinity (normalized) is 0.494.